From a dataset of Forward reaction prediction with 1.9M reactions from USPTO patents (1976-2016). Predict the product of the given reaction. (1) Given the reactants [CH3:1][CH:2]([CH3:15])[CH2:3][NH:4][C:5]1[CH:10]=[CH:9][N:8]=[C:7]([C:11]([F:14])([F:13])[F:12])[N:6]=1.[CH3:16][C:17]1[C:21]([CH2:22][O:23][C:24]2[CH:29]=[CH:28][C:27]([S:30](Cl)(=[O:32])=[O:31])=[CH:26][CH:25]=2)=[C:20]([CH3:34])[O:19][N:18]=1.C(N=C(N(C)C)N(C)C)(C)(C)C, predict the reaction product. The product is: [CH3:16][C:17]1[C:21]([CH2:22][O:23][C:24]2[CH:25]=[CH:26][C:27]([S:30]([N:4]([CH2:3][CH:2]([CH3:15])[CH3:1])[C:5]3[CH:10]=[CH:9][N:8]=[C:7]([C:11]([F:12])([F:14])[F:13])[N:6]=3)(=[O:32])=[O:31])=[CH:28][CH:29]=2)=[C:20]([CH3:34])[O:19][N:18]=1. (2) The product is: [OH:28][CH2:24][CH2:25][C:26]1[O:1][C:2]2[CH:7]=[CH:6][C:5]([C:8]3[CH:13]=[CH:12][C:11]([C:14]#[N:15])=[CH:10][CH:9]=3)=[CH:4][C:3]=2[CH:27]=1. Given the reactants [OH:1][C:2]1[CH:7]=[CH:6][C:5]([C:8]2[CH:13]=[CH:12][C:11]([C:14]#[N:15])=[CH:10][CH:9]=2)=[CH:4][C:3]=1I.C(N(CC)CC)C.[CH2:24]([OH:28])[CH2:25][C:26]#[CH:27], predict the reaction product.